Dataset: Forward reaction prediction with 1.9M reactions from USPTO patents (1976-2016). Task: Predict the product of the given reaction. Given the reactants [F:1][C:2]([F:16])([F:15])[C:3]([CH3:14])([CH3:13])/[C:4](/O)=[CH:5]/[C:6](=[O:11])/[CH:7]=[CH:8]/[O:9]C.C(O)(C(F)(F)F)=O, predict the reaction product. The product is: [F:16][C:2]([F:1])([F:15])[C:3]([C:4]1[O:9][CH:8]=[CH:7][C:6](=[O:11])[CH:5]=1)([CH3:13])[CH3:14].